Dataset: Full USPTO retrosynthesis dataset with 1.9M reactions from patents (1976-2016). Task: Predict the reactants needed to synthesize the given product. (1) Given the product [C:5]([CH:14]1[CH2:15][CH2:16][CH2:17][CH2:18][CH:19]1[NH:13][C:11](=[O:12])[C:10]1[CH:20]=[C:21]([F:27])[C:22]([O:23][CH2:24][C:25]#[CH:26])=[C:8]([F:7])[CH:9]=1)#[N:6], predict the reactants needed to synthesize it. The reactants are: C[Si]([C:5]#[N:6])(C)C.[F:7][C:8]1[CH:9]=[C:10]([CH:20]=[C:21]([F:27])[C:22]=1[O:23][CH2:24][C:25]#[CH:26])[C:11]([N:13]1[CH:19]2[CH:14]1[CH2:15][CH2:16][CH2:17][CH2:18]2)=[O:12].[F-].C([N+](CCCC)(CCCC)CCCC)CCC. (2) Given the product [Br:5][C:6]1[C:7]([CH3:13])=[C:8]([N+:1]([O-:4])=[O:2])[C:9]([NH2:12])=[N:10][CH:11]=1, predict the reactants needed to synthesize it. The reactants are: [N+:1]([O-:4])(O)=[O:2].[Br:5][C:6]1[C:7]([CH3:13])=[CH:8][C:9]([NH2:12])=[N:10][CH:11]=1.[OH-].[Na+]. (3) The reactants are: C(O[C:6](=[O:21])[N:7]([CH2:13][C:14]1[CH:19]=[CH:18][CH:17]=[C:16]([F:20])[CH:15]=1)[N:8]1[CH:12]=[CH:11][CH:10]=[CH:9]1)(C)(C)C.[CH2:22]([O:24][C:25](=[O:37])[CH:26](C(OCC)=O)[C:27](OCC)=[O:28])[CH3:23]. Given the product [CH2:22]([O:24][C:25]([C:26]1[C:6](=[O:21])[N:7]([CH2:13][C:14]2[CH:19]=[CH:18][CH:17]=[C:16]([F:20])[CH:15]=2)[N:8]2[CH:9]=[CH:10][CH:11]=[C:12]2[C:27]=1[OH:28])=[O:37])[CH3:23], predict the reactants needed to synthesize it. (4) Given the product [CH3:1][O:2][CH:3]([CH3:23])[CH:4]([N:6]1[C:10]2=[N:11][CH:12]=[CH:13][CH:14]=[C:9]2[C:8]([C:15]([OH:17])=[O:16])=[C:7]1[CH3:22])[CH3:5], predict the reactants needed to synthesize it. The reactants are: [CH3:1][O:2][CH:3]([CH3:23])[CH:4]([N:6]1[C:10]2=[N:11][CH:12]=[CH:13][CH:14]=[C:9]2[C:8]([C:15]([O:17]C(C)(C)C)=[O:16])=[C:7]1[CH3:22])[CH3:5].FC(F)(F)C(O)=O.